From a dataset of Full USPTO retrosynthesis dataset with 1.9M reactions from patents (1976-2016). Predict the reactants needed to synthesize the given product. (1) The reactants are: [Na+].[N:2]1[CH:7]=[CH:6][CH:5]=[CH:4][C:3]=1[S:8]([O-:10])=[O:9].Br[C:12]1[CH:16]=[CH:15][S:14][C:13]=1[CH:17]=[O:18]. Given the product [N:2]1[CH:7]=[CH:6][CH:5]=[CH:4][C:3]=1[S:8]([C:12]1[CH:16]=[CH:15][S:14][C:13]=1[CH:17]=[O:18])(=[O:10])=[O:9], predict the reactants needed to synthesize it. (2) Given the product [CH3:33][N:34]([CH3:38])[CH2:35][CH2:36][N:23]1[C:22]([C:26]2[CH:31]=[CH:30][C:29]([CH3:32])=[CH:28][CH:27]=2)=[C:21]([C:19]2[CH:18]=[CH:17][N:16]=[C:15]([NH:14][C:11]3[CH:10]=[CH:9][C:8]([N:5]4[CH2:4][CH2:3][N:2]([CH3:1])[CH2:7][CH2:6]4)=[CH:13][CH:12]=3)[N:20]=2)[CH:25]=[N:24]1, predict the reactants needed to synthesize it. The reactants are: [CH3:1][N:2]1[CH2:7][CH2:6][N:5]([C:8]2[CH:13]=[CH:12][C:11]([NH:14][C:15]3[N:20]=[C:19]([C:21]4[C:22]([C:26]5[CH:31]=[CH:30][C:29]([CH3:32])=[CH:28][CH:27]=5)=[N:23][NH:24][CH:25]=4)[CH:18]=[CH:17][N:16]=3)=[CH:10][CH:9]=2)[CH2:4][CH2:3]1.[CH3:33][N:34]([CH3:38])[CH2:35][CH2:36]O.C1(P(C2C=CC=CC=2)C2C=CC=CC=2)C=CC=CC=1.CCOC(/N=N/C(OCC)=O)=O. (3) Given the product [CH3:1][C:2]1[CH:3]=[CH:4][N:5]2[C:10]3[C:11]4[NH:42][C:40](=[O:41])[C:39]([CH3:43])=[CH:38][CH:37]=[CH:36][C@H:35]([CH3:44])[C@H:34]([OH:45])[C@@H:33]([CH3:46])[C@@H:32]([OH:47])[C@@H:31]([CH3:48])[C@H:30]([O:49][C:50]([CH3:52])=[O:51])[C@H:29]([CH3:53])[C@@H:28]([O:54][CH3:55])[CH:27]=[CH:26][O:25][C@:22]5([CH3:56])[C:23](=[O:24])[C:15]6=[C:16]([O:21]5)[C:17]([CH3:20])=[C:18]([OH:19])[C:13](=[C:14]6[C:9]=3[N:8]=[C:6]2[CH:7]=1)[C:12]=4[OH:57].[CH2:124]([OH:125])[C@H:94]1[O:95][C@@H:96]2[O:101][C@H:102]3[C@H:107]([OH:108])[C@@H:106]([OH:109])[C@@H:105]([O:110][C@H:111]4[C@H:117]([OH:118])[C@@H:116]([OH:119])[C@@H:114]([O:115][C@H:60]5[C@H:61]([OH:133])[C@@H:62]([OH:132])[C@@H:63]([O:65][C@H:66]6[C@H:71]([OH:72])[C@@H:70]([OH:73])[C@@H:69]([O:74][C@H:75]7[C@H:80]([OH:81])[C@@H:79]([OH:82])[C@@H:78]([O:83][C@H:84]8[C@H:89]([OH:90])[C@@H:88]([OH:91])[C@@H:87]([O:92][C@H:93]1[C@H:98]([OH:99])[C@H:97]2[OH:100])[O:86][C@@H:85]8[CH2:126][OH:127])[O:77][C@@H:76]7[CH2:128][OH:129])[O:68][C@@H:67]6[CH2:130][OH:131])[O:64][C@@H:59]5[CH2:58][OH:134])[O:113][C@@H:112]4[CH2:120][OH:121])[O:104][C@@H:103]3[CH2:122][OH:123], predict the reactants needed to synthesize it. The reactants are: [CH3:1][C:2]1[CH:3]=[CH:4][N:5]2[C:10]3[C:11]4[NH:42][C:40](=[O:41])[C:39]([CH3:43])=[CH:38][CH:37]=[CH:36][C@H:35]([CH3:44])[C@H:34]([OH:45])[C@@H:33]([CH3:46])[C@@H:32]([OH:47])[C@@H:31]([CH3:48])[C@H:30]([O:49][C:50]([CH3:52])=[O:51])[C@H:29]([CH3:53])[C@@H:28]([O:54][CH3:55])[CH:27]=[CH:26][O:25][C@:22]5([CH3:56])[C:23](=[O:24])[C:15]6=[C:16]([O:21]5)[C:17]([CH3:20])=[C:18]([OH:19])[C:13](=[C:14]6[C:9]=3[N:8]=[C:6]2[CH:7]=1)[C:12]=4[OH:57].[CH2:58]([OH:134])[C@H:59]1[O:64][C@@H:63]2[O:65][C@H:66]3[C@H:71]([OH:72])[C@@H:70]([OH:73])[C@@H:69]([O:74][C@H:75]4[C@H:80]([OH:81])[C@@H:79]([OH:82])[C@@H:78]([O:83][C@H:84]5[C@H:89]([OH:90])[C@@H:88]([OH:91])[C@@H:87]([O:92][C@H:93]6[C@H:98]([OH:99])[C@@H:97]([OH:100])[C@@H:96]([O:101][C@H:102]7[C@H:107]([OH:108])[C@@H:106]([OH:109])[C@@H:105]([O:110][C@H:111]8[C@H:117]([OH:118])[C@@H:116]([OH:119])[C@@H:114]([O:115][C@H:60]1[C@H:61]([OH:133])[C@H:62]2[OH:132])[O:113][C@@H:112]8[CH2:120][OH:121])[O:104][C@@H:103]7[CH2:122][OH:123])[O:95][C@@H:94]6[CH2:124][OH:125])[O:86][C@@H:85]5[CH2:126][OH:127])[O:77][C@@H:76]4[CH2:128][OH:129])[O:68][C@@H:67]3[CH2:130][OH:131]. (4) Given the product [Br:1][C:2]1[C:11]([CH2:12][CH2:13][CH2:14][O:15][Si:25]([C:28]([CH3:31])([CH3:30])[CH3:29])([CH3:27])[CH3:26])=[CH:10][C:9]2[C:8]([CH3:17])([CH3:16])[CH2:7][CH2:6][C:5]([CH3:19])([CH3:18])[C:4]=2[CH:3]=1, predict the reactants needed to synthesize it. The reactants are: [Br:1][C:2]1[C:11]([CH2:12][CH2:13][CH2:14][OH:15])=[CH:10][C:9]2[C:8]([CH3:17])([CH3:16])[CH2:7][CH2:6][C:5]([CH3:19])([CH3:18])[C:4]=2[CH:3]=1.N1C=CN=C1.[Si:25](Cl)([C:28]([CH3:31])([CH3:30])[CH3:29])([CH3:27])[CH3:26].